From a dataset of Forward reaction prediction with 1.9M reactions from USPTO patents (1976-2016). Predict the product of the given reaction. (1) Given the reactants Br[CH2:2][CH2:3][CH2:4][CH2:5][CH2:6][O:7][CH2:8][C:9]1[C:22]2[C:23]3=[C:24]4[C:19](=[CH:20][CH:21]=2)[CH:18]=[CH:17][CH:16]=[C:15]4[CH:14]=[CH:13][C:12]3=[CH:11][CH:10]=1.[C:25]1(=[O:35])[NH:29][C:28](=[O:30])[C:27]2=[CH:31][CH:32]=[CH:33][CH:34]=[C:26]12.C(=O)([O-])[O-].[K+].[K+], predict the reaction product. The product is: [C:9]1([CH2:8][O:7][CH2:6][CH2:5][CH2:4][CH2:3][CH2:2][N:29]2[C:25](=[O:35])[C:26]3[C:27](=[CH:31][CH:32]=[CH:33][CH:34]=3)[C:28]2=[O:30])[C:22]2[C:23]3=[C:24]4[C:19](=[CH:20][CH:21]=2)[CH:18]=[CH:17][CH:16]=[C:15]4[CH:14]=[CH:13][C:12]3=[CH:11][CH:10]=1. (2) Given the reactants [Li]CCCC.CN(C)S([N:11]1[C:15]([CH:16]2[CH2:21][CH2:20][O:19][CH2:18][CH2:17]2)=[CH:14][N:13]=[CH:12]1)(=O)=O.CN([CH:26]=[O:27])C.Cl.C([O-])(O)=O.[Na+], predict the reaction product. The product is: [O:19]1[CH2:20][CH2:21][CH:16]([C:15]2[NH:11][C:12]([CH:26]=[O:27])=[N:13][CH:14]=2)[CH2:17][CH2:18]1. (3) Given the reactants O1C2C=CC([C:10]3([C:13]([NH:15][C:16]4[CH:17]=[C:18]5[C:22](=[CH:23][CH:24]=4)[NH:21][C:20]([C:25]([CH3:28])([CH3:27])[CH3:26])=[CH:19]5)=[O:14])[CH2:12][CH2:11]3)=CC=2OC1.[BH3-]C#N.[Na+].[C:33]([OH:36])(=[O:35])C, predict the reaction product. The product is: [O:35]1[C:24]2[CH:23]=[CH:22][C:18]([CH:12]3[CH:10]([C:13]([NH:15][C:16]4[CH:17]=[C:18]5[C:22](=[CH:23][CH:24]=4)[NH:21][CH:20]([C:25]([CH3:28])([CH3:26])[CH3:27])[CH2:19]5)=[O:14])[CH2:11]3)=[CH:17][C:16]=2[O:36][CH2:33]1. (4) Given the reactants [CH2:1]([C:8]1[CH:9]=[N:10][C:11]2[C:16]([C:17]=1[C:18]1[CH:19]=[C:20]([NH2:24])[CH:21]=[CH:22][CH:23]=1)=[CH:15][CH:14]=[CH:13][C:12]=2[C:25]([F:28])([F:27])[F:26])[C:2]1[CH:7]=[CH:6][CH:5]=[CH:4][CH:3]=1.[CH3:29][O:30][C:31]1[CH:38]=[CH:37][C:36]([O:39][CH3:40])=[CH:35][C:32]=1[CH:33]=O, predict the reaction product. The product is: [CH2:1]([C:8]1[CH:9]=[N:10][C:11]2[C:16]([C:17]=1[C:18]1[CH:19]=[C:20]([NH:24][CH2:33][C:32]3[CH:35]=[C:36]([O:39][CH3:40])[CH:37]=[CH:38][C:31]=3[O:30][CH3:29])[CH:21]=[CH:22][CH:23]=1)=[CH:15][CH:14]=[CH:13][C:12]=2[C:25]([F:28])([F:26])[F:27])[C:2]1[CH:3]=[CH:4][CH:5]=[CH:6][CH:7]=1. (5) Given the reactants [N:1]([CH2:4][C@H:5]1[O:10][CH2:9][CH2:8][N:7]([C:11]([O:13][C:14]([CH3:17])([CH3:16])[CH3:15])=[O:12])[CH2:6]1)=[N+]=[N-], predict the reaction product. The product is: [NH2:1][CH2:4][C@H:5]1[O:10][CH2:9][CH2:8][N:7]([C:11]([O:13][C:14]([CH3:17])([CH3:16])[CH3:15])=[O:12])[CH2:6]1. (6) Given the reactants [Cl:1][C:2]1[CH:3]=[C:4]([CH2:8][C:9]([OH:11])=O)[CH:5]=[CH:6][CH:7]=1.Cl.CN(C)CCCN=C=NCC.ON1C2C=CC=CC=2N=N1.Cl.[CH3:35][NH:36][O:37][CH3:38].C(N(C(C)C)CC)(C)C, predict the reaction product. The product is: [Cl:1][C:2]1[CH:3]=[C:4]([CH2:8][C:9]([N:36]([O:37][CH3:38])[CH3:35])=[O:11])[CH:5]=[CH:6][CH:7]=1. (7) Given the reactants [Cl:1][C:2]1[CH:7]=[CH:6][CH:5]=[CH:4][C:3]=1[N:8]1[C:12]([C:13]2[S:17][C:16]([S:18](O)(=[O:20])=[O:19])=[CH:15][CH:14]=2)=[CH:11][C:10]([C:22]([F:25])([F:24])[F:23])=[N:9]1.C1C=CC=CC=1.S(Cl)([Cl:34])=O, predict the reaction product. The product is: [Cl:1][C:2]1[CH:7]=[CH:6][CH:5]=[CH:4][C:3]=1[N:8]1[C:12]([C:13]2[S:17][C:16]([S:18]([Cl:34])(=[O:20])=[O:19])=[CH:15][CH:14]=2)=[CH:11][C:10]([C:22]([F:25])([F:24])[F:23])=[N:9]1.